Predict which catalyst facilitates the given reaction. From a dataset of Catalyst prediction with 721,799 reactions and 888 catalyst types from USPTO. (1) Reactant: [F:1][C:2]([F:7])([F:6])[C:3]([OH:5])=[O:4].[Cl:8][C:9]1[CH:32]=[CH:31][C:12]([C:13]([N:15]2[CH2:21][C:20]3[CH:22]=[CH:23][CH:24]=[CH:25][C:19]=3[N:18]([CH2:26][C:27](O)=[O:28])[C:17](=[O:30])[CH2:16]2)=[O:14])=[CH:11][CH:10]=1.[NH2:33][CH2:34][CH2:35][C:36]1[CH:41]=[CH:40][CH:39]=[CH:38][N:37]=1.C(N(CC)CC)C. Product: [F:1][C:2]([F:7])([F:6])[C:3]([OH:5])=[O:4].[Cl:8][C:9]1[CH:32]=[CH:31][C:12]([C:13]([N:15]2[CH2:21][C:20]3[CH:22]=[CH:23][CH:24]=[CH:25][C:19]=3[N:18]([CH2:26][C:27]([NH:33][CH2:34][CH2:35][C:36]3[CH:41]=[CH:40][CH:39]=[CH:38][N:37]=3)=[O:28])[C:17](=[O:30])[CH2:16]2)=[O:14])=[CH:11][CH:10]=1. The catalyst class is: 4. (2) Reactant: C([Li])CCC.[CH:6]1([N:11]2[CH:15]=[N:14][N:13]=[N:12]2)[CH2:10][CH2:9][CH2:8][CH2:7]1.[I:16]I.O. Product: [CH:6]1([N:11]2[C:15]([I:16])=[N:14][N:13]=[N:12]2)[CH2:10][CH2:9][CH2:8][CH2:7]1. The catalyst class is: 7. (3) Reactant: [OH:1][CH2:2][C:3]1[N:4]=[C:5]([CH3:29])[O:6][C:7]=1[CH2:8][NH:9][C:10]([C:12]1[CH:16]=[C:15]([NH:17][C:18](=[O:28])[C:19]2[CH:24]=[C:23]([F:25])[C:22]([F:26])=[CH:21][C:20]=2[Cl:27])[NH:14][N:13]=1)=[O:11].C(N(CC)CC)C.[C:37](OC(=O)C)(=[O:39])[CH3:38].O. Product: [C:37]([O:1][CH2:2][C:3]1[N:4]=[C:5]([CH3:29])[O:6][C:7]=1[CH2:8][NH:9][C:10]([C:12]1[CH:16]=[C:15]([NH:17][C:18](=[O:28])[C:19]2[CH:24]=[C:23]([F:25])[C:22]([F:26])=[CH:21][C:20]=2[Cl:27])[NH:14][N:13]=1)=[O:11])(=[O:39])[CH3:38]. The catalyst class is: 60. (4) Reactant: C([N:4]1[CH2:8][CH2:7][N:6]([C:9]2[CH:10]=[N:11][C:12]([C:15]([N:17]3[CH2:22][CH2:21][N:20]([C:23]4[CH:28]=[CH:27][C:26]([CH3:29])=[CH:25][C:24]=4[CH3:30])[CH2:19][CH2:18]3)=[O:16])=[CH:13][CH:14]=2)[C:5]1=[O:31])(=O)C.C(=O)([O-])[O-].[K+].[K+].CO. Product: [CH3:30][C:24]1[CH:25]=[C:26]([CH3:29])[CH:27]=[CH:28][C:23]=1[N:20]1[CH2:19][CH2:18][N:17]([C:15]([C:12]2[N:11]=[CH:10][C:9]([N:6]3[CH2:7][CH2:8][NH:4][C:5]3=[O:31])=[CH:14][CH:13]=2)=[O:16])[CH2:22][CH2:21]1. The catalyst class is: 6. (5) Reactant: [Cl-].[Al+3].[Cl-].[Cl-].[NH:5]1[CH:9]=[CH:8][CH:7]=[C:6]1[C:10]([O:12][CH3:13])=[O:11].Cl[C:15]([CH3:18])([CH3:17])[CH3:16]. Product: [C:15]([C:9]1[NH:5][C:6]([C:10]([O:12][CH3:13])=[O:11])=[CH:7][CH:8]=1)([CH3:18])([CH3:17])[CH3:16]. The catalyst class is: 68. (6) Reactant: Br[C:2]1[CH:11]=[C:10]2[C:5]([N:6]=[CH:7][CH:8]=[N:9]2)=[C:4]([C:12]([NH:14][CH2:15][C:16]([O:18][CH2:19][CH3:20])=[O:17])=[O:13])[C:3]=1[OH:21].C([Sn](CCCC)(CCCC)[C:27]1[CH:32]=[N:31][CH:30]=[CH:29][N:28]=1)CCC. Product: [OH:21][C:3]1[C:4]([C:12]([NH:14][CH2:15][C:16]([O:18][CH2:19][CH3:20])=[O:17])=[O:13])=[C:5]2[C:10](=[CH:11][C:2]=1[C:27]1[CH:32]=[N:31][CH:30]=[CH:29][N:28]=1)[N:9]=[CH:8][CH:7]=[N:6]2. The catalyst class is: 77. (7) Reactant: [Br:1][CH:2](O)[CH3:3].[Si:5](Cl)([C:8]([CH3:11])([CH3:10])[CH3:9])([CH3:7])[CH3:6].C(N(CC)CC)C.[OH2:20]. Product: [Br:1][CH2:2][CH2:3][O:20][Si:5]([C:8]([CH3:11])([CH3:10])[CH3:9])([CH3:7])[CH3:6]. The catalyst class is: 2.